This data is from hERG Central: cardiac toxicity at 1µM, 10µM, and general inhibition. The task is: Predict hERG channel inhibition at various concentrations. (1) The drug is CN1C2C=C(N(CCc3ccccc3)C(=O)c3ccc(Cl)cc3)CC1CC2.Cl. Results: hERG_inhib (hERG inhibition (general)): blocker. (2) Results: hERG_inhib (hERG inhibition (general)): blocker. The molecule is COCCOC1CCN(Cc2cn(Cc3ccccc3)nc2-c2cc3ccccc3o2)CC1. (3) The compound is Cc1cccc2sc(N(CCCN(C)C)C(=O)c3ccc(C(=O)c4ccccc4)cc3)nc12. Results: hERG_inhib (hERG inhibition (general)): blocker. (4) The drug is COc1cccc(CNC(=O)CN2CCC(c3nc4ccc(C)cc4[nH]3)CC2)c1. Results: hERG_inhib (hERG inhibition (general)): blocker. (5) The compound is COc1cc(C(CCN2CCCC2)c2c(OC)cc(OC)c3c(-c4ccccc4)cc(=O)oc23)cc(OC)c1OC. Results: hERG_inhib (hERG inhibition (general)): blocker. (6) The molecule is O=C(NCCSCc1ccc(Cl)cc1)c1cccs1. Results: hERG_inhib (hERG inhibition (general)): blocker. (7) The drug is COCCN(CCOC)c1nc(-c2ccc(C)cc2)nc2ccccc12.Cl. Results: hERG_inhib (hERG inhibition (general)): blocker.